From a dataset of Peptide-MHC class I binding affinity with 185,985 pairs from IEDB/IMGT. Regression. Given a peptide amino acid sequence and an MHC pseudo amino acid sequence, predict their binding affinity value. This is MHC class I binding data. (1) The peptide sequence is SGYNFSLGAA. The MHC is H-2-Db with pseudo-sequence H-2-Db. The binding affinity (normalized) is 0.0742. (2) The peptide sequence is HVYAHQAQT. The MHC is HLA-A02:01 with pseudo-sequence HLA-A02:01. The binding affinity (normalized) is 0.204. (3) The peptide sequence is FPTQADAIG. The MHC is HLA-B27:03 with pseudo-sequence HLA-B27:03. The binding affinity (normalized) is 0.0847. (4) The peptide sequence is QTSTLYDFY. The MHC is HLA-B15:01 with pseudo-sequence HLA-B15:01. The binding affinity (normalized) is 0.312. (5) The peptide sequence is AENLWVTVI. The MHC is Mamu-A11 with pseudo-sequence Mamu-A11. The binding affinity (normalized) is 0.521. (6) The peptide sequence is CTSQILLMRT. The MHC is HLA-B58:01 with pseudo-sequence HLA-B58:01. The binding affinity (normalized) is 0.0986. (7) The peptide sequence is RVPTVFHKK. The MHC is HLA-A80:01 with pseudo-sequence HLA-A80:01. The binding affinity (normalized) is 0.0847. (8) The peptide sequence is IYSTVASSL. The MHC is H-2-Kb with pseudo-sequence H-2-Kb. The binding affinity (normalized) is 0.420.